From a dataset of Forward reaction prediction with 1.9M reactions from USPTO patents (1976-2016). Predict the product of the given reaction. (1) Given the reactants CO[C:3](=[O:13])[C:4]1[CH:9]=[CH:8][C:7]([Br:10])=[CH:6][C:5]=1[CH2:11]Br.Br.[NH2:15][C:16]1([CH3:24])[CH2:21][CH2:20][C:19](=[O:22])[NH:18][C:17]1=[O:23].C(N(CC)CC)C, predict the reaction product. The product is: [Br:10][C:7]1[CH:6]=[C:5]2[C:4](=[CH:9][CH:8]=1)[C:3](=[O:13])[N:15]([C:16]1([CH3:24])[CH2:21][CH2:20][C:19](=[O:22])[NH:18][C:17]1=[O:23])[CH2:11]2. (2) Given the reactants [CH3:1][O:2][C:3]1[CH:21]=[CH:20][C:6]([CH2:7][N:8]2[C:16]3[C:11](=[CH:12][CH:13]=[C:14](Br)[CH:15]=3)[C:10]([CH2:18][CH3:19])=[N:9]2)=[CH:5][CH:4]=1.[CH3:22][N:23]1[CH2:28][CH2:27][NH:26][CH2:25][CH2:24]1.C([O-])([O-])=O.[Cs+].[Cs+].C1C=CC(P(C2C(C3C(P(C4C=CC=CC=4)C4C=CC=CC=4)=CC=C4C=3C=CC=C4)=C3C(C=CC=C3)=CC=2)C2C=CC=CC=2)=CC=1, predict the reaction product. The product is: [CH3:1][O:2][C:3]1[CH:21]=[CH:20][C:6]([CH2:7][N:8]2[C:16]3[C:11](=[CH:12][CH:13]=[C:14]([N:26]4[CH2:27][CH2:28][N:23]([CH3:22])[CH2:24][CH2:25]4)[CH:15]=3)[C:10]([CH2:18][CH3:19])=[N:9]2)=[CH:5][CH:4]=1. (3) Given the reactants [CH3:1][O:2][C:3]1[N:12]=[CH:11][CH:10]=[C:9]2[C:4]=1[CH:5]=[C:6]([C:22]1[CH:27]=[CH:26][CH:25]=[CH:24][CH:23]=1)[C:7]([C:13]1[CH:18]=[CH:17][C:16]([C:19](=[O:21])[CH3:20])=[CH:15][CH:14]=1)=[N:8]2.[Li+].C[Si]([N-][Si](C)(C)C)(C)C.C1C=CC(S(N(S(C2C=CC=CC=2)(=O)=O)[F:48])(=O)=O)=CC=1, predict the reaction product. The product is: [F:48][CH2:20][C:19]([C:16]1[CH:15]=[CH:14][C:13]([C:7]2[C:6]([C:22]3[CH:27]=[CH:26][CH:25]=[CH:24][CH:23]=3)=[CH:5][C:4]3[C:9](=[CH:10][CH:11]=[N:12][C:3]=3[O:2][CH3:1])[N:8]=2)=[CH:18][CH:17]=1)=[O:21].